This data is from Forward reaction prediction with 1.9M reactions from USPTO patents (1976-2016). The task is: Predict the product of the given reaction. (1) Given the reactants [NH2:1][C:2](=[C:5]([N:8]=[CH:9][C:10]1[CH:15]=[CH:14][CH:13]=[CH:12][CH:11]=1)[C:6]#[N:7])[C:3]#[N:4].CO.[BH4-].[Na+], predict the reaction product. The product is: [NH2:1][C:2](=[C:5]([NH:8][CH2:9][C:10]1[CH:15]=[CH:14][CH:13]=[CH:12][CH:11]=1)[C:6]#[N:7])[C:3]#[N:4]. (2) The product is: [OH:44][C@@H:43]([CH3:45])[C:42]([N:1]1[CH2:4][CH:3]([C:5]2[CH:27]=[CH:26][C:8]3[C:9]4[N:10]=[C:11]([C:17]5[N:18]([CH:23]([CH3:25])[CH3:24])[N:19]=[C:20]([CH3:22])[N:21]=5)[S:12][C:13]=4[CH2:14][CH2:15][O:16][C:7]=3[CH:6]=2)[CH2:2]1)=[O:46]. Given the reactants [NH:1]1[CH2:4][CH:3]([C:5]2[CH:27]=[CH:26][C:8]3[C:9]4[N:10]=[C:11]([C:17]5[N:18]([CH:23]([CH3:25])[CH3:24])[N:19]=[C:20]([CH3:22])[N:21]=5)[S:12][C:13]=4[CH2:14][CH2:15][O:16][C:7]=3[CH:6]=2)[CH2:2]1.C(N(CC)C(C)C)(C)C.O1CCCC1.[C:42](O)(=[O:46])[C@H:43]([CH3:45])[OH:44].F[P-](F)(F)(F)(F)F.C[N+](C)=C(N(C)C)ON1C2N=CC=CC=2N=N1, predict the reaction product. (3) Given the reactants [CH3:1][O:2][C:3]([C@@H:5]([N:13]1[CH2:21][C:17]2[CH:18]=[CH:19][S:20][C:16]=2[CH2:15][CH2:14]1)[C:6]1[CH:7]=[CH:8][CH:9]=[CH:10][C:11]=1[Cl:12])=[O:4].[S:22](=[O:26])(=[O:25])([OH:24])[OH:23].CC(OC)(C)C, predict the reaction product. The product is: [CH3:1][O:2][C:3]([C@@H:5]([N:13]1[CH2:21][C:17]2[CH:18]=[CH:19][S:20][C:16]=2[CH2:15][CH2:14]1)[C:6]1[C:11]([Cl:12])=[CH:10][CH:9]=[CH:8][CH:7]=1)=[O:4].[OH:25][S:22]([OH:26])(=[O:24])=[O:23]. (4) Given the reactants [CH3:1][C:2]1[CH:6]=[CH:5][S:4][C:3]=1[CH:7]=[O:8].[CH2:9](O)[CH2:10][OH:11].C1(C)C=CC(S(O)(=O)=O)=CC=1, predict the reaction product. The product is: [CH3:1][C:2]1[CH:6]=[CH:5][S:4][C:3]=1[CH:7]1[O:11][CH2:10][CH2:9][O:8]1. (5) Given the reactants [C:1]([C:4]1[C:9]([O:10][CH2:11][C@H:12]2[CH2:16][CH2:15][CH2:14][N:13]2C(OC(C)(C)C)=O)=[CH:8][CH:7]=[CH:6][N:5]=1)(=[O:3])[NH2:2].C(OC(C)C)(C)C.[ClH:31], predict the reaction product. The product is: [ClH:31].[ClH:31].[NH:13]1[CH2:14][CH2:15][CH2:16][C@@H:12]1[CH2:11][O:10][C:9]1[C:4]([C:1]([NH2:2])=[O:3])=[N:5][CH:6]=[CH:7][CH:8]=1.